Dataset: hERG potassium channel inhibition data for cardiac toxicity prediction from Karim et al.. Task: Regression/Classification. Given a drug SMILES string, predict its toxicity properties. Task type varies by dataset: regression for continuous values (e.g., LD50, hERG inhibition percentage) or binary classification for toxic/non-toxic outcomes (e.g., AMES mutagenicity, cardiotoxicity, hepatotoxicity). Dataset: herg_karim. (1) The compound is CC1CCCN(C(=O)c2csc(Nc3ccc(Cl)cc3F)n2)C1C. The result is 0 (non-blocker). (2) The molecule is O=c1cc(NC2CCN(Cc3ccc4c(c3)OCO4)CC2)c2cc(Cl)ccc2[nH]1. The result is 1 (blocker). (3) The molecule is c1ccc(CCc2cccc(CCc3ccccc3)n2)cc1. The result is 1 (blocker). (4) The result is 1 (blocker). The molecule is c1ccc(N2CCN(CCC3CCc4c3cnn4-c3ccccc3)CC2)cc1. (5) The compound is CN(C)S(=O)(=O)N(C)[C@@H]1CCCn2c1nc(C(=O)NCc1ccc(F)cc1)c(O)c2=O. The result is 0 (non-blocker). (6) The compound is CCN1CCO[C@@H](CN2CCN(C(=O)Nc3ccc(Cl)c(Cl)c3)CC2)C1. The result is 1 (blocker).